This data is from Forward reaction prediction with 1.9M reactions from USPTO patents (1976-2016). The task is: Predict the product of the given reaction. Given the reactants [Cl:1][C:2]1[CH:10]=[CH:9][C:8]2[NH:7][C:6]3[CH2:11][CH2:12][N:13]([CH3:15])[CH2:14][C:5]=3[C:4]=2[CH:3]=1.N1CCC[C@H]1C(O)=O.P([O-])([O-])([O-])=O.[K+].[K+].[K+].Br[CH:33]=[C:34]([C:36]1[CH:41]=[C:40]([Cl:42])[CH:39]=[C:38]([Cl:43])[CH:37]=1)[CH3:35], predict the reaction product. The product is: [Cl:1][C:2]1[CH:10]=[CH:9][C:8]2[N:7](/[CH:33]=[C:34](/[C:36]3[CH:37]=[C:38]([Cl:43])[CH:39]=[C:40]([Cl:42])[CH:41]=3)\[CH3:35])[C:6]3[CH2:11][CH2:12][N:13]([CH3:15])[CH2:14][C:5]=3[C:4]=2[CH:3]=1.